The task is: Regression. Given two drug SMILES strings and cell line genomic features, predict the synergy score measuring deviation from expected non-interaction effect.. This data is from NCI-60 drug combinations with 297,098 pairs across 59 cell lines. (1) Drug 1: C1CCN(CC1)CCOC2=CC=C(C=C2)C(=O)C3=C(SC4=C3C=CC(=C4)O)C5=CC=C(C=C5)O. Drug 2: C1=NC2=C(N1)C(=S)N=CN2. Cell line: HT29. Synergy scores: CSS=4.98, Synergy_ZIP=3.12, Synergy_Bliss=5.58, Synergy_Loewe=-8.36, Synergy_HSA=-3.35. (2) Cell line: M14. Synergy scores: CSS=2.32, Synergy_ZIP=2.43, Synergy_Bliss=7.42, Synergy_Loewe=3.72, Synergy_HSA=4.15. Drug 2: CC(C)(C#N)C1=CC(=CC(=C1)CN2C=NC=N2)C(C)(C)C#N. Drug 1: CC1CCC2CC(C(=CC=CC=CC(CC(C(=O)C(C(C(=CC(C(=O)CC(OC(=O)C3CCCCN3C(=O)C(=O)C1(O2)O)C(C)CC4CCC(C(C4)OC)OCCO)C)C)O)OC)C)C)C)OC. (3) Drug 1: C1CN1P(=S)(N2CC2)N3CC3. Drug 2: CC1C(C(CC(O1)OC2CC(CC3=C2C(=C4C(=C3O)C(=O)C5=CC=CC=C5C4=O)O)(C(=O)C)O)N)O. Cell line: SF-539. Synergy scores: CSS=63.2, Synergy_ZIP=-0.478, Synergy_Bliss=3.78, Synergy_Loewe=5.84, Synergy_HSA=7.38. (4) Drug 2: C(CCl)NC(=O)N(CCCl)N=O. Drug 1: C1CC(=O)NC(=O)C1N2C(=O)C3=CC=CC=C3C2=O. Synergy scores: CSS=2.77, Synergy_ZIP=-0.540, Synergy_Bliss=-0.412, Synergy_Loewe=-5.93, Synergy_HSA=-2.46. Cell line: A498. (5) Cell line: OVCAR-5. Drug 1: CN1C(=O)N2C=NC(=C2N=N1)C(=O)N. Drug 2: C1C(C(OC1N2C=NC(=NC2=O)N)CO)O. Synergy scores: CSS=5.43, Synergy_ZIP=-3.02, Synergy_Bliss=-2.17, Synergy_Loewe=-9.44, Synergy_HSA=-3.19. (6) Drug 1: CC1C(C(CC(O1)OC2CC(CC3=C2C(=C4C(=C3O)C(=O)C5=C(C4=O)C(=CC=C5)OC)O)(C(=O)C)O)N)O.Cl. Drug 2: C1=NC2=C(N=C(N=C2N1C3C(C(C(O3)CO)O)F)Cl)N. Cell line: HT29. Synergy scores: CSS=38.9, Synergy_ZIP=2.16, Synergy_Bliss=3.48, Synergy_Loewe=-3.25, Synergy_HSA=4.12. (7) Drug 1: C1=CC=C(C=C1)NC(=O)CCCCCCC(=O)NO. Drug 2: C1CC(CCC1OC2=C(C(=CC=C2)Cl)F)(CC3=NC(=CC=C3)NC4=NC=CS4)C(=O)O. Cell line: NCIH23. Synergy scores: CSS=69.5, Synergy_ZIP=0.606, Synergy_Bliss=-1.29, Synergy_Loewe=-3.66, Synergy_HSA=1.86. (8) Drug 1: CC(C1=C(C=CC(=C1Cl)F)Cl)OC2=C(N=CC(=C2)C3=CN(N=C3)C4CCNCC4)N. Drug 2: CN(C(=O)NC(C=O)C(C(C(CO)O)O)O)N=O. Cell line: OVCAR3. Synergy scores: CSS=-3.48, Synergy_ZIP=3.80, Synergy_Bliss=4.46, Synergy_Loewe=0.648, Synergy_HSA=-0.213.